Dataset: Full USPTO retrosynthesis dataset with 1.9M reactions from patents (1976-2016). Task: Predict the reactants needed to synthesize the given product. (1) Given the product [CH2:1]([O:3][C:4](=[O:36])[CH:5]([O:34][CH3:35])[CH2:6][C:8]1[C:13]2[S:14][CH:15]=[CH:16][C:12]=2[C:11]([O:17][CH2:18][CH2:19][C:20]2[N:21]=[C:22]([C:26]3[CH:31]=[C:30]([Cl:32])[CH:29]=[C:28]([Cl:33])[CH:27]=3)[O:23][C:24]=2[CH3:25])=[CH:10][CH:9]=1)[CH3:2], predict the reactants needed to synthesize it. The reactants are: [CH2:1]([O:3][C:4](=[O:36])[CH:5]([O:34][CH3:35])[CH:6]([C:8]1[C:13]2[S:14][CH:15]=[CH:16][C:12]=2[C:11]([O:17][CH2:18][CH2:19][C:20]2[N:21]=[C:22]([C:26]3[CH:31]=[C:30]([Cl:32])[CH:29]=[C:28]([Cl:33])[CH:27]=3)[O:23][C:24]=2[CH3:25])=[CH:10][CH:9]=1)O)[CH3:2].C([SiH](CC)CC)C. (2) Given the product [CH3:28][O:17][C@H:12]1[C@@:9]2([C@H:10]([OH:11])[C@:2]3([CH3:1])[C@@H:7]([CH:6]=[CH:5][CH2:4][C@H:3]3[CH3:18])[CH2:8]2)[C:20](=[CH2:21])[CH2:39][O:42]1, predict the reactants needed to synthesize it. The reactants are: [CH3:1][C@@:2]12[C@H:10]3[O:11][C@@:9]3([CH:12]([OH:17])C(=C)CO)[CH2:8][C@@H:7]1[CH:6]=[CH:5][CH2:4][C@H:3]2[CH3:18].N1C(C)=CC=[CH:21][C:20]=1C.[Si](OS(C(F)(F)F)(=O)=O)(C)(C)[CH3:28].[C:39]([O-:42])(O)=O.[Na+].Cl. (3) Given the product [CH2:22]([O:24][C:25]([C:26]1[C:6](=[O:21])[N:7]([CH2:13][C:14]2[CH:15]=[CH:16][C:17]([F:20])=[CH:18][CH:19]=2)[N:8]2[CH:9]=[CH:10][CH:11]=[C:12]2[C:27]=1[OH:28])=[O:37])[CH3:23], predict the reactants needed to synthesize it. The reactants are: C(O[C:6](=[O:21])[N:7]([CH2:13][C:14]1[CH:19]=[CH:18][C:17]([F:20])=[CH:16][CH:15]=1)[N:8]1[CH:12]=[CH:11][CH:10]=[CH:9]1)(C)(C)C.[CH2:22]([O:24][C:25](=[O:37])[CH:26](C(OCC)=O)[C:27](OCC)=[O:28])[CH3:23]. (4) The reactants are: [H-].[Na+].[NH:3]1[CH:7]=[N:6][C:5]([C:8]([O:10][CH3:11])=[O:9])=[N:4]1.[CH3:12]I.O. Given the product [CH3:12][N:3]1[CH:7]=[N:6][C:5]([C:8]([O:10][CH3:11])=[O:9])=[N:4]1, predict the reactants needed to synthesize it. (5) The reactants are: [C:1]([C:4]1[C:5]([NH:27][C:28]2[CH:33]=[CH:32][C:31]([CH:34]3[CH2:39][CH2:38][N:37](C(OC(C)(C)C)=O)[CH2:36][CH2:35]3)=[CH:30][C:29]=2[F:47])=[N:6][C:7]([N:10]2[CH2:15][CH2:14][CH2:13][C@@H:12]([NH:16][C:17](=[O:26])[C:18]3[CH:23]=[CH:22][C:21]([O:24][CH3:25])=[CH:20][CH:19]=3)[CH2:11]2)=[CH:8][N:9]=1)(=[O:3])[NH2:2].NC1C=CC(C2CCN(C(OC(C)(C)C)=O)CC2)=CC=1F.C(O)(C(F)(F)F)=O.C(Cl)[Cl:77]. Given the product [F:47][C:29]1[CH:30]=[C:31]([CH:34]2[CH2:35][CH2:36][NH:37][CH2:38][CH2:39]2)[CH:32]=[CH:33][C:28]=1[NH:27][C:5]1[C:4]([C:1]([NH2:2])=[O:3])=[N:9][CH:8]=[C:7]([N:10]2[CH2:15][CH2:14][CH2:13][C@@H:12]([NH:16][C:17](=[O:26])[C:18]3[CH:19]=[CH:20][C:21]([O:24][CH3:25])=[CH:22][CH:23]=3)[CH2:11]2)[N:6]=1.[ClH:77], predict the reactants needed to synthesize it. (6) Given the product [F:1][C:2]1[CH:7]=[CH:6][C:5]([N:8]2[CH2:17][CH2:16][C:15]3[C:10](=[CH:11][CH:12]=[C:13]([O:18][CH2:19][C:20]4[CH:25]=[CH:24][CH:23]=[CH:22][CH:21]=4)[CH:14]=3)[CH:9]2[CH2:26][C:27]2[CH:28]=[CH:29][C:30]([NH2:33])=[CH:31][CH:32]=2)=[CH:4][CH:3]=1, predict the reactants needed to synthesize it. The reactants are: [F:1][C:2]1[CH:7]=[CH:6][C:5]([N:8]2[CH2:17][CH2:16][C:15]3[C:10](=[CH:11][CH:12]=[C:13]([O:18][CH2:19][C:20]4[CH:25]=[CH:24][CH:23]=[CH:22][CH:21]=4)[CH:14]=3)[CH:9]2[CH2:26][C:27]2[CH:32]=[CH:31][C:30]([N+:33]([O-])=O)=[CH:29][CH:28]=2)=[CH:4][CH:3]=1.Cl[Sn]Cl.O. (7) Given the product [NH2:1][C:2]1[C:3]([C:45]2[CH:44]=[C:43]([NH:42][S:39]([C:32]3[CH:33]=[CH:34][C:35]([O:37][CH3:38])=[CH:36][C:31]=3[O:30][CH3:29])(=[O:41])=[O:40])[CH:48]=[CH:47][CH:46]=2)=[C:4]([NH:8][C@H:9]([C:11]2[N:16]([C:17]3[CH:22]=[CH:21][CH:20]=[CH:19][CH:18]=3)[C:15](=[O:23])[C:14]3=[C:24]([CH3:27])[CH:25]=[CH:26][N:13]3[N:12]=2)[CH3:10])[N:5]=[CH:6][N:7]=1, predict the reactants needed to synthesize it. The reactants are: [NH2:1][C:2]1[N:7]=[CH:6][N:5]=[C:4]([NH:8][C@H:9]([C:11]2[N:16]([C:17]3[CH:22]=[CH:21][CH:20]=[CH:19][CH:18]=3)[C:15](=[O:23])[C:14]3=[C:24]([CH3:27])[CH:25]=[CH:26][N:13]3[N:12]=2)[CH3:10])[C:3]=1Br.[CH3:29][O:30][C:31]1[CH:36]=[C:35]([O:37][CH3:38])[CH:34]=[CH:33][C:32]=1[S:39]([NH:42][C:43]1[CH:48]=[CH:47][CH:46]=[C:45](B2OC(C)(C)C(C)(C)O2)[CH:44]=1)(=[O:41])=[O:40].C(=O)([O-])[O-].[Cs+].[Cs+].